This data is from hERG potassium channel inhibition data for cardiac toxicity prediction from Karim et al.. The task is: Regression/Classification. Given a drug SMILES string, predict its toxicity properties. Task type varies by dataset: regression for continuous values (e.g., LD50, hERG inhibition percentage) or binary classification for toxic/non-toxic outcomes (e.g., AMES mutagenicity, cardiotoxicity, hepatotoxicity). Dataset: herg_karim. The drug is O=c1ccc2ncc(F)c3c2n1C[C@H]3CN1CCC(NCc2cc3c(cn2)OCCO3)CC1. The result is 0 (non-blocker).